This data is from Catalyst prediction with 721,799 reactions and 888 catalyst types from USPTO. The task is: Predict which catalyst facilitates the given reaction. (1) The catalyst class is: 5. Product: [F:13][C:14]1[CH:15]=[CH:16][C:17]([C:20]2[N:11]=[N:12][N:27]3[CH:26]=[C:25]4[C@:28]5([CH2:41][C:42]6[CH:47]=[CH:46][CH:45]=[CH:44][N:43]=6)[CH2:40][CH2:39][C:34]6([O:35][CH2:36][CH2:37][O:38]6)[CH2:33][C@H:29]5[CH2:30][CH2:31][CH2:32][C:24]4=[CH:23][C:22]=23)=[CH:18][CH:19]=1. Reactant: CC1C=CC(S([NH:11][NH2:12])(=O)=O)=CC=1.[F:13][C:14]1[CH:19]=[CH:18][C:17]([C:20]([C:22]2[N:27]=[CH:26][C:25]3[C@:28]4([CH2:41][C:42]5[CH:47]=[CH:46][CH:45]=[CH:44][N:43]=5)[CH2:40][CH2:39][C:34]5([O:38][CH2:37][CH2:36][O:35]5)[CH2:33][C@H:29]4[CH2:30][CH2:31][CH2:32][C:24]=3[CH:23]=2)=O)=[CH:16][CH:15]=1. (2) Reactant: FC(F)(F)C(O)=O.C(OC([NH:15][CH2:16][CH2:17][C:18]([O:20][CH2:21][C:22]1[CH:27]=[C:26]([F:28])[C:25]([F:29])=[CH:24][C:23]=1[C:30]1[CH:31]=[C:32]2[C:37](=[CH:38][CH:39]=1)[N:36]=[C:35]([NH2:40])[N:34]=[C:33]2[C:41]([N:43]1[CH2:51][C:50]2[C:45](=[CH:46][CH:47]=[CH:48][CH:49]=2)[CH2:44]1)=[O:42])=[O:19])=O)(C)(C)C.CCCCCCC. Product: [NH2:15][CH2:16][CH2:17][C:18]([O:20][CH2:21][C:22]1[CH:27]=[C:26]([F:28])[C:25]([F:29])=[CH:24][C:23]=1[C:30]1[CH:31]=[C:32]2[C:37](=[CH:38][CH:39]=1)[N:36]=[C:35]([NH2:40])[N:34]=[C:33]2[C:41]([N:43]1[CH2:44][C:45]2[C:50](=[CH:49][CH:48]=[CH:47][CH:46]=2)[CH2:51]1)=[O:42])=[O:19]. The catalyst class is: 4. (3) Reactant: CO[C:3](=[O:14])[C:4]1[C:9]([Cl:10])=[CH:8][C:7]([Br:11])=[CH:6][C:5]=1[CH2:12]Br.[CH3:15][O:16][C:17]1[CH:24]=[CH:23][C:20]([CH2:21][NH2:22])=[CH:19][CH:18]=1.C([O-])([O-])=O.[K+].[K+].C(OCC)(=O)C. Product: [Br:11][C:7]1[CH:6]=[C:5]2[C:4](=[C:9]([Cl:10])[CH:8]=1)[C:3](=[O:14])[N:22]([CH2:21][C:20]1[CH:23]=[CH:24][C:17]([O:16][CH3:15])=[CH:18][CH:19]=1)[CH2:12]2. The catalyst class is: 345. (4) The catalyst class is: 6. Product: [CH2:13]([CH:15]([C:18]1[CH:19]=[C:20]([CH3:23])[NH:21][C:2]=1[C:3]([NH:25][CH3:24])=[O:4])[CH2:16][CH3:17])[CH3:14]. Reactant: Cl[C:2](Cl)(Cl)[C:3](Cl)=[O:4].O1CCCC1.[CH2:13]([CH:15]([C:18]1[CH:19]=[C:20]([CH3:23])[NH:21]C=1)[CH2:16][CH3:17])[CH3:14].[CH3:24][NH2:25]. (5) Reactant: [C:1]([C:5]1[CH:6]=[C:7]([CH:12]=[C:13]([I:16])[C:14]=1[OH:15])[C:8]([O:10][CH3:11])=[O:9])([CH3:4])([CH3:3])[CH3:2].[H-].[Na+].[CH2:19](Br)[C:20]1[CH:25]=[CH:24][CH:23]=[CH:22][CH:21]=1. Product: [CH2:19]([O:15][C:14]1[C:13]([I:16])=[CH:12][C:7]([C:8]([O:10][CH3:11])=[O:9])=[CH:6][C:5]=1[C:1]([CH3:4])([CH3:2])[CH3:3])[C:20]1[CH:25]=[CH:24][CH:23]=[CH:22][CH:21]=1. The catalyst class is: 9.